Dataset: Forward reaction prediction with 1.9M reactions from USPTO patents (1976-2016). Task: Predict the product of the given reaction. The product is: [Cl:17][C:14]1[C:13]([NH:18][S:19]([CH3:22])(=[O:21])=[O:20])=[CH:12][C:11]([C:8]2[N:5]3[CH:6]=[CH:7][C:2]([C:25]4[CH:26]=[N:27][CH:28]=[CH:29][CH:24]=4)=[CH:3][C:4]3=[N:10][CH:9]=2)=[CH:16][N:15]=1. Given the reactants Br[C:2]1[CH:7]=[CH:6][N:5]2[C:8]([C:11]3[CH:12]=[C:13]([NH:18][S:19]([CH3:22])(=[O:21])=[O:20])[C:14]([Cl:17])=[N:15][CH:16]=3)=[CH:9][N:10]=[C:4]2[CH:3]=1.Br[C:24]1[CH:29]=[CH:28][N:27]2C([C:29]3[CH:24]=[C:25](N)[C:26](Cl)=[N:27][CH:28]=3)=CN=[C:26]2[CH:25]=1.CS(Cl)(=O)=O, predict the reaction product.